Task: Binary Classification. Given a drug SMILES string, predict its activity (active/inactive) in a high-throughput screening assay against a specified biological target.. Dataset: KCNQ2 potassium channel screen with 302,405 compounds The drug is S(=O)(=O)(Cc1oc(cc1)C(O)=O)c1cc(ccc1)C(F)(F)F. The result is 0 (inactive).